Dataset: Forward reaction prediction with 1.9M reactions from USPTO patents (1976-2016). Task: Predict the product of the given reaction. (1) Given the reactants [OH:1][CH2:2][CH2:3][N:4]1[C:12]2[C:7](=[CH:8][CH:9]=[CH:10][CH:11]=2)[CH:6]=[CH:5]1.N1C=CC=CC=1.[CH3:19][S:20](Cl)(=[O:22])=[O:21], predict the reaction product. The product is: [CH3:19][S:20]([O:1][CH2:2][CH2:3][N:4]1[C:12]2[C:7](=[CH:8][CH:9]=[CH:10][CH:11]=2)[CH:6]=[CH:5]1)(=[O:22])=[O:21]. (2) Given the reactants [CH3:1][O:2][C:3]([C:5]1[CH:14]=[C:13]([OH:15])[C:12]2[C:7](=[C:8]([O:17][CH2:18]C3C=CC=CC=3)[CH:9]=[C:10](Br)[CH:11]=2)[N:6]=1)=[O:4].CO[C:27]1[CH:32]=[CH:31][C:30](B(O)O)=[CH:29][CH:28]=1.C1(B(O)O)C=CC=CC=1, predict the reaction product. The product is: [CH3:1][O:2][C:3]([C:5]1[CH:14]=[C:13]([OH:15])[C:12]2[C:7](=[C:8]([O:17][CH3:18])[CH:9]=[C:10]([C:27]3[CH:32]=[CH:31][CH:30]=[CH:29][CH:28]=3)[CH:11]=2)[N:6]=1)=[O:4]. (3) Given the reactants [Cl:1][C:2]1[CH:3]=[C:4]2[C:9](=[CH:10][CH:11]=1)[NH:8][C:7](=O)[C:6]([C:13]#[N:14])=[C:5]2[C:15]1[CH:20]=[CH:19][CH:18]=[C:17]([CH:21]([CH3:23])[CH3:22])[CH:16]=1.P(Cl)(Cl)([Cl:26])=O, predict the reaction product. The product is: [Cl:26][C:7]1[C:6]([C:13]#[N:14])=[C:5]([C:15]2[CH:20]=[CH:19][CH:18]=[C:17]([CH:21]([CH3:23])[CH3:22])[CH:16]=2)[C:4]2[C:9](=[CH:10][CH:11]=[C:2]([Cl:1])[CH:3]=2)[N:8]=1. (4) Given the reactants [NH2:1][C:2]1[C:3]([F:21])=[C:4]([C@:9]2([CH3:20])[CH2:14][C@@H:13]([C:15]([F:18])([F:17])[F:16])[O:12][C:11]([NH2:19])=[N:10]2)[C:5]([F:8])=[CH:6][CH:7]=1.[C:22]([C:24]1[CH:25]=[CH:26][C:27]([C:30](O)=[O:31])=[N:28][CH:29]=1)#[N:23], predict the reaction product. The product is: [NH2:19][C:11]1[O:12][C@H:13]([C:15]([F:17])([F:16])[F:18])[CH2:14][C@:9]([C:4]2[C:3]([F:21])=[C:2]([NH:1][C:30](=[O:31])[C:27]3[CH:26]=[CH:25][C:24]([C:22]#[N:23])=[CH:29][N:28]=3)[CH:7]=[CH:6][C:5]=2[F:8])([CH3:20])[N:10]=1. (5) The product is: [NH2:13][C:7]1[CH:6]=[CH:5][C:4]([N+:1]([O-:3])=[O:2])=[CH:12][C:8]=1[C:9]([N:16]([CH3:17])[CH3:15])=[O:11]. Given the reactants [N+:1]([C:4]1[CH:12]=[C:8]([C:9]([OH:11])=O)[C:7]([NH2:13])=[CH:6][CH:5]=1)([O-:3])=[O:2].Cl.[CH3:15][NH:16][CH3:17].F[P-](F)(F)(F)(F)F.N1(O[P+](N(C)C)(N(C)C)N(C)C)C2C=CC=CC=2N=N1.CN1CCOCC1, predict the reaction product. (6) The product is: [CH:13]([C:16]1[C:10]([C:11]#[N:12])=[C:2]2[N:3]([C:18](=[O:19])[CH:17]=1)[C:4]1[CH:9]=[CH:8][CH:7]=[CH:6][C:5]=1[NH:1]2)([CH3:15])[CH3:14]. Given the reactants [N:1]1[C:5]2[CH:6]=[CH:7][CH:8]=[CH:9][C:4]=2[NH:3][C:2]=1[CH2:10][C:11]#[N:12].[CH:13]([C:16](=O)[CH2:17][C:18](OCC)=[O:19])([CH3:15])[CH3:14], predict the reaction product. (7) Given the reactants C([C:8]([NH2:12])([OH:11])[CH2:9][CH3:10])(OC(C)(C)C)=O.[CH3:13][C:14]([NH:16][C:17]1[CH:18]=[CH:19][C:20]([CH2:23][C:24]([OH:26])=[O:25])=[CH:21][CH:22]=1)=[O:15].[ClH:27].C(OCC)(=O)C.C(OCC)C, predict the reaction product. The product is: [NH2:12][CH:8]([OH:11])[CH2:9][CH3:10].[CH3:13][C:14]([NH:16][C:17]1[CH:22]=[CH:21][C:20]([CH2:23][C:24]([OH:26])=[O:25])=[CH:19][CH:18]=1)=[O:15].[ClH:27]. (8) Given the reactants [CH3:1][N:2]1[CH2:7][CH2:6][N:5]([C:8]2[CH:13]=[CH:12][C:11]([C:14]([F:17])([F:16])[F:15])=[CH:10][C:9]=2[N+:18]([O-])=O)[CH2:4][CH2:3]1, predict the reaction product. The product is: [CH3:1][N:2]1[CH2:3][CH2:4][N:5]([C:8]2[CH:13]=[CH:12][C:11]([C:14]([F:17])([F:15])[F:16])=[CH:10][C:9]=2[NH2:18])[CH2:6][CH2:7]1. (9) Given the reactants [CH2:1]([O:3][C:4]([C:6]1[S:10][C:9](Br)=[N:8][C:7]=1[CH2:12][N:13]([CH2:20][C:21]1[CH:26]=[CH:25][C:24]([O:27][CH3:28])=[CH:23][C:22]=1[O:29][CH3:30])[CH2:14][C:15]([O:17][CH2:18][CH3:19])=[O:16])=[O:5])[CH3:2].[O:31]1[C:35]2[CH:36]=[CH:37][C:38](B(O)O)=[CH:39][C:34]=2[CH2:33][CH2:32]1, predict the reaction product. The product is: [CH2:1]([O:3][C:4]([C:6]1[S:10][C:9]([C:38]2[CH:37]=[CH:36][C:35]3[O:31][CH2:32][CH2:33][C:34]=3[CH:39]=2)=[N:8][C:7]=1[CH2:12][N:13]([CH2:20][C:21]1[CH:26]=[CH:25][C:24]([O:27][CH3:28])=[CH:23][C:22]=1[O:29][CH3:30])[CH2:14][C:15]([O:17][CH2:18][CH3:19])=[O:16])=[O:5])[CH3:2].